Predict the product of the given reaction. From a dataset of Forward reaction prediction with 1.9M reactions from USPTO patents (1976-2016). (1) Given the reactants [CH3:1][O:2][C:3]1[CH:8]=[CH:7][C:6]([N:9]2[CH2:14][CH2:13][N:12]([C:15]([C:17]3[CH:22]=[CH:21][CH:20]=[CH:19][CH:18]=3)=[O:16])[CH2:11][CH2:10]2)=[CH:5][C:4]=1[N+:23]([O-])=O.[BH4-].[Na+], predict the reaction product. The product is: [NH2:23][C:4]1[CH:5]=[C:6]([N:9]2[CH2:10][CH2:11][N:12]([C:15]([C:17]3[CH:18]=[CH:19][CH:20]=[CH:21][CH:22]=3)=[O:16])[CH2:13][CH2:14]2)[CH:7]=[CH:8][C:3]=1[O:2][CH3:1]. (2) Given the reactants [S:1]1[CH:5]=[CH:4][C:3]([NH:6]C2C=CC(C([O-])=O)=C(C)C=2C)=[CH:2]1.O=[C:19]([C:25]1[CH:30]=[CH:29][CH:28]=[CH:27][N:26]=1)[CH2:20][C:21]([O:23]C)=O.Cl.O1CCOCC1, predict the reaction product. The product is: [N:26]1[CH:27]=[CH:28][CH:29]=[CH:30][C:25]=1[C:19]1[N:6]=[C:3]2[CH:4]=[CH:5][S:1][C:2]2=[C:21]([OH:23])[CH:20]=1. (3) Given the reactants Cl[C:2]1[C:11]2=[N:12][N:13](CC3C=CC(OC)=CC=3)[CH:14]=[C:10]2[C:9]2[CH:8]=[CH:7][C:6]([O:24][CH3:25])=[CH:5][C:4]=2[N:3]=1.[O:26]1[CH2:31][CH2:30][N:29]([C:32]2[CH:38]=[CH:37][C:35]([NH2:36])=[CH:34][CH:33]=2)[CH2:28][CH2:27]1.Cl, predict the reaction product. The product is: [CH3:25][O:24][C:6]1[CH:7]=[CH:8][C:9]2[C:10]3[C:11](=[N:12][NH:13][CH:14]=3)[C:2]([NH:36][C:35]3[CH:34]=[CH:33][C:32]([N:29]4[CH2:30][CH2:31][O:26][CH2:27][CH2:28]4)=[CH:38][CH:37]=3)=[N:3][C:4]=2[CH:5]=1. (4) The product is: [CH:1]1([N:4]([CH2:5][C:6]2[CH:11]=[CH:10][CH:9]=[C:8]([I:12])[CH:7]=2)[CH3:13])[CH2:3][CH2:2]1. Given the reactants [CH:1]1([NH:4][CH2:5][C:6]2[CH:11]=[CH:10][CH:9]=[C:8]([I:12])[CH:7]=2)[CH2:3][CH2:2]1.[C:13](=O)([O-])[O-].[K+].[K+].CI.C(OCC)C, predict the reaction product. (5) Given the reactants [Cl:1][C:2]1[C:3]([O:32][CH2:33][C:34]2[CH:39]=[CH:38][CH:37]=[C:36]([C:40]3[CH:49]=[CH:48][C:43]4[O:44][CH2:45][CH2:46][O:47][C:42]=4[CH:41]=3)[C:35]=2[CH3:50])=[CH:4][C:5]([O:18][CH2:19][C:20]2[CH:25]=[C:24]([C:26]([O:28]C)=[O:27])[CH:23]=[CH:22][C:21]=2[O:30][CH3:31])=[C:6]([CH:17]=1)[CH2:7][N:8]1[CH2:13][CH2:12][CH2:11][CH2:10][C@H:9]1[C:14]([OH:16])=[O:15].O.[OH-].[Li+], predict the reaction product. The product is: [C:26]([C:24]1[CH:23]=[CH:22][C:21]([O:30][CH3:31])=[C:20]([CH:25]=1)[CH2:19][O:18][C:5]1[CH:4]=[C:3]([O:32][CH2:33][C:34]2[CH:39]=[CH:38][CH:37]=[C:36]([C:40]3[CH:49]=[CH:48][C:43]4[O:44][CH2:45][CH2:46][O:47][C:42]=4[CH:41]=3)[C:35]=2[CH3:50])[C:2]([Cl:1])=[CH:17][C:6]=1[CH2:7][N:8]1[CH2:13][CH2:12][CH2:11][CH2:10][C@H:9]1[C:14]([OH:16])=[O:15])([OH:28])=[O:27]. (6) The product is: [CH3:1][C@@H:2]1[NH:3][CH2:4][CH2:5][N:6]([S:18]([C:15]2[CH:14]=[CH:13][C:12]([C:11]([F:10])([F:22])[F:23])=[CH:17][CH:16]=2)(=[O:20])=[O:19])[CH2:7]1. Given the reactants [CH3:1][C@H:2]1[CH2:7][NH:6][CH2:5][CH2:4][NH:3]1.[OH-].[Na+].[F:10][C:11]([F:23])([F:22])[C:12]1[CH:17]=[CH:16][C:15]([S:18](Cl)(=[O:20])=[O:19])=[CH:14][CH:13]=1, predict the reaction product. (7) Given the reactants [H-].[Na+].[CH3:3][O:4][C:5]1[C:6](=[O:13])[CH2:7][C:8]([CH3:12])([CH3:11])[CH2:9][CH:10]=1.[C:14](OCC)(=[O:20])[C:15]([O:17][CH2:18][CH3:19])=[O:16].Cl, predict the reaction product. The product is: [CH3:3][O:4][C:5]1[C:6](=[O:13])[CH:7]([C:14](=[O:20])[C:15]([O:17][CH2:18][CH3:19])=[O:16])[C:8]([CH3:11])([CH3:12])[CH2:9][CH:10]=1. (8) Given the reactants [CH:1]1([C@H:7]([NH:12][C:13]([C:15]2[CH:19]=[C:18]([C:20]3[CH:25]=[CH:24][CH:23]=[CH:22][CH:21]=3)[S:17][C:16]=2[NH:26][C:27]([NH:29][C:30]2[C:35]([Cl:36])=[CH:34][C:33]([Cl:37])=[CH:32][C:31]=2[Cl:38])=[O:28])=[O:14])[C:8]([O:10]C)=[O:9])[CH2:6][CH2:5][CH2:4][CH2:3][CH2:2]1.[OH-].[Li+], predict the reaction product. The product is: [CH:1]1([C@H:7]([NH:12][C:13]([C:15]2[CH:19]=[C:18]([C:20]3[CH:25]=[CH:24][CH:23]=[CH:22][CH:21]=3)[S:17][C:16]=2[NH:26][C:27]([NH:29][C:30]2[C:31]([Cl:38])=[CH:32][C:33]([Cl:37])=[CH:34][C:35]=2[Cl:36])=[O:28])=[O:14])[C:8]([OH:10])=[O:9])[CH2:6][CH2:5][CH2:4][CH2:3][CH2:2]1.